Dataset: Reaction yield outcomes from USPTO patents with 853,638 reactions. Task: Predict the reaction yield, written as a fraction of the theoretical maximum amount of product (1.0 means a 100% yield; for example, 0.34 means a 34% yield). The reactants are C([NH:9][C:10]([NH:12][C:13]1[C:18]([S:19][C:20]2[CH:25]=[CH:24][CH:23]=[CH:22][CH:21]=2)=[CH:17][C:16]([Br:26])=[CH:15][N:14]=1)=[S:11])(=O)C1C=CC=CC=1.CO.[OH-].[Na+]. The catalyst is O. The product is [Br:26][C:16]1[CH:17]=[C:18]([S:19][C:20]2[CH:21]=[CH:22][CH:23]=[CH:24][CH:25]=2)[C:13]([NH:12][C:10]([NH2:9])=[S:11])=[N:14][CH:15]=1. The yield is 0.965.